Dataset: Forward reaction prediction with 1.9M reactions from USPTO patents (1976-2016). Task: Predict the product of the given reaction. (1) Given the reactants [C:1]([C@@H:9]1[CH2:14][CH2:13][CH2:12][N:11]([C:15]([O:17][C:18]([CH3:21])([CH3:20])[CH3:19])=[O:16])[CH2:10]1)(=[O:8])[C:2]1[CH:7]=[CH:6][CH:5]=[CH:4][CH:3]=1.[CH3:22][Si]([NH-])(C)C.C[Si]([NH-])(C)C.[Li+].[Li+].IC.CN1C(=O)N(C)CCC1, predict the reaction product. The product is: [C:1]([C:9]1([CH3:22])[CH2:14][CH2:13][CH2:12][N:11]([C:15]([O:17][C:18]([CH3:21])([CH3:20])[CH3:19])=[O:16])[CH2:10]1)(=[O:8])[C:2]1[CH:3]=[CH:4][CH:5]=[CH:6][CH:7]=1. (2) Given the reactants [CH3:1][O:2][C:3]1[CH:4]=[C:5]([C:11]2([CH:21]3[C:26](=[O:27])OC(C)(C)OC3=O)[CH2:20][CH2:19][C:14]3([O:18][CH2:17][CH2:16][O:15]3)[CH2:13][CH2:12]2)[CH:6]=[C:7]([O:9][CH3:10])[CH:8]=1.FC(F)(F)S([O-])(=O)=O.[Yb+3].FC(F)(F)S([O-])(=O)=O.FC(F)(F)S([O-])(=O)=O, predict the reaction product. The product is: [CH3:1][O:2][C:3]1[CH:4]=[C:5]2[C:6](=[C:7]([O:9][CH3:10])[CH:8]=1)[C:26](=[O:27])[CH2:21][C:11]12[CH2:12][CH2:13][C:14]2([O:18][CH2:17][CH2:16][O:15]2)[CH2:19][CH2:20]1. (3) Given the reactants Cl.[F:2][C:3]1[CH:8]=[C:7]([N:9]2[CH2:13][C@H:12]([CH2:14][NH:15][C:16](=[O:18])[CH3:17])[O:11][C:10]2=[O:19])[CH:6]=[CH:5][C:4]=1[C:20]1[CH:25]=[CH:24][C:23]([CH2:26][NH:27][CH2:28][C:29]2[N:30]=[N:31][N:32](CC3C=CC(OC)=CC=3)[CH:33]=2)=[CH:22][CH:21]=1.Cl.FC1C=C(N2C[C@H](CNC(=O)C)OC2=O)C=CC=1C1C=CC(CNCC2N(CC3C=CC(OC)=CC=3)N=NC=2)=CC=1, predict the reaction product. The product is: [F:2][C:3]1[CH:8]=[C:7]([N:9]2[CH2:13][C@H:12]([CH2:14][NH:15][C:16](=[O:18])[CH3:17])[O:11][C:10]2=[O:19])[CH:6]=[CH:5][C:4]=1[C:20]1[CH:25]=[CH:24][C:23]([CH2:26][NH:27][CH2:28][C:29]2[N:30]=[N:31][NH:32][CH:33]=2)=[CH:22][CH:21]=1. (4) Given the reactants [NH:1]([C:3]1[C:8]([C:9]([F:12])([F:11])[F:10])=[CH:7][CH:6]=[CH:5][N:4]=1)[NH2:2].O=[C:14]1[CH2:23][CH2:22][C:21]2[C:16](=[CH:17][CH:18]=[CH:19][CH:20]=2)[CH:15]1[C:24](OCC)=[O:25], predict the reaction product. The product is: [F:11][C:9]([F:12])([F:10])[C:8]1[C:3]([N:1]2[C:24]([OH:25])=[C:15]3[C:14]([CH2:23][CH2:22][C:21]4[CH:20]=[CH:19][CH:18]=[CH:17][C:16]=43)=[N:2]2)=[N:4][CH:5]=[CH:6][CH:7]=1. (5) Given the reactants [O:1]1[C:5]2([CH2:10][CH2:9][C:8]([CH2:11][C:12]([OH:14])=O)=[CH:7][CH2:6]2)[O:4][CH2:3][CH2:2]1.[I:15][C:16]1[CH:22]=[CH:21][CH:20]=[C:19]([O:23][CH3:24])[C:17]=1[NH2:18].[I-].ClC1C=CC=C[N+]=1C.C(N(CC)CC)C, predict the reaction product. The product is: [O:4]1[C:5]2([CH2:10][CH2:9][C:8]([CH2:11][C:12]([NH:18][C:17]3[C:19]([O:23][CH3:24])=[CH:20][CH:21]=[CH:22][C:16]=3[I:15])=[O:14])=[CH:7][CH2:6]2)[O:1][CH2:2][CH2:3]1.